Predict which catalyst facilitates the given reaction. From a dataset of Catalyst prediction with 721,799 reactions and 888 catalyst types from USPTO. (1) Reactant: [O:1]1[CH2:6][CH2:5][CH:4]([CH2:7][N:8]2[C:16]3[C:11](=[CH:12][C:13]([C:17]([OH:19])=O)=[CH:14][CH:15]=3)[C:10]([C:20]([CH:22]3[C:24]([CH3:26])([CH3:25])[C:23]3([CH3:28])[CH3:27])=[O:21])=[CH:9]2)[CH2:3][CH2:2]1.C(N1C=CN=C1)(N1C=CN=C1)=O.[CH2:41]([NH2:48])[CH2:42][CH2:43][CH2:44][CH2:45][CH2:46][CH3:47]. Product: [CH2:41]([NH:48][C:17]([C:13]1[CH:12]=[C:11]2[C:16](=[CH:15][CH:14]=1)[N:8]([CH2:7][CH:4]1[CH2:3][CH2:2][O:1][CH2:6][CH2:5]1)[CH:9]=[C:10]2[C:20]([CH:22]1[C:23]([CH3:27])([CH3:28])[C:24]1([CH3:25])[CH3:26])=[O:21])=[O:19])[CH2:42][CH2:43][CH2:44][CH2:45][CH2:46][CH3:47]. The catalyst class is: 674. (2) Reactant: Br[C:2]1[CH:7]=[CH:6][C:5]([N:8]2[CH:12]([C:13]3[CH:18]=[CH:17][CH:16]=[CH:15][CH:14]=3)[CH2:11][C:10]([CH3:19])=[N:9]2)=[CH:4][CH:3]=1.[B:20]1([B:20]2[O:24][C:23]([CH3:26])([CH3:25])[C:22]([CH3:28])([CH3:27])[O:21]2)[O:24][C:23]([CH3:26])([CH3:25])[C:22]([CH3:28])([CH3:27])[O:21]1.ClCCl.C([O-])(=O)C.[K+]. Product: [CH3:19][C:10]1[CH2:11][CH:12]([C:13]2[CH:18]=[CH:17][CH:16]=[CH:15][CH:14]=2)[N:8]([C:5]2[CH:6]=[CH:7][C:2]([B:20]3[O:24][C:23]([CH3:26])([CH3:25])[C:22]([CH3:28])([CH3:27])[O:21]3)=[CH:3][CH:4]=2)[N:9]=1. The catalyst class is: 9. (3) Reactant: [C:1]([O:4][C:5](=[O:7])[CH3:6])(=O)[CH3:2].OCC[CH2:11][NH:12][C:13]([NH:15][C:16]1[S:20][N:19]=[C:18]([C:21]2[CH:26]=[CH:25][C:24]([N+:27]([O-:29])=[O:28])=[CH:23][CH:22]=2)[C:17]=1[C:30]([NH2:32])=[O:31])=[O:14]. Product: [C:5]([O:4][CH2:1][CH2:2][CH2:11][NH:12][C:13]([NH:15][C:16]1[S:20][N:19]=[C:18]([C:21]2[CH:22]=[CH:23][C:24]([N+:27]([O-:29])=[O:28])=[CH:25][CH:26]=2)[C:17]=1[C:30]([NH2:32])=[O:31])=[O:14])(=[O:7])[CH3:6]. The catalyst class is: 17. (4) The catalyst class is: 49. Product: [CH3:22][C:10]1[CH:15]=[C:14]([CH3:16])[CH:13]=[C:12]([CH3:17])[C:11]=1[S:18]([N:1]1[C:9]2[CH:8]=[CH:7][N:6]=[CH:5][C:4]=2[CH:3]=[CH:2]1)(=[O:19])=[O:20]. Reactant: [NH:1]1[C:9]2[CH:8]=[CH:7][N:6]=[CH:5][C:4]=2[CH:3]=[CH:2]1.[C:10]1([CH3:22])[CH:15]=[C:14]([CH3:16])[CH:13]=[C:12]([CH3:17])[C:11]=1[S:18](Cl)(=[O:20])=[O:19].[H-].[Na+].